From a dataset of Peptide-MHC class I binding affinity with 185,985 pairs from IEDB/IMGT. Regression. Given a peptide amino acid sequence and an MHC pseudo amino acid sequence, predict their binding affinity value. This is MHC class I binding data. (1) The peptide sequence is EIIPKIKAY. The MHC is HLA-A02:19 with pseudo-sequence HLA-A02:19. The binding affinity (normalized) is 0.0847. (2) The peptide sequence is TESDAIRTL. The MHC is HLA-B07:02 with pseudo-sequence HLA-B07:02. The binding affinity (normalized) is 0.0847. (3) The peptide sequence is TARPKRWL. The MHC is H-2-Db with pseudo-sequence H-2-Db. The binding affinity (normalized) is 0. (4) The peptide sequence is ESEVDDPAM. The MHC is HLA-A02:16 with pseudo-sequence HLA-A02:16. The binding affinity (normalized) is 0.0847. (5) The peptide sequence is ELAKPWPGA. The MHC is HLA-A02:16 with pseudo-sequence HLA-A02:16. The binding affinity (normalized) is 0.0847. (6) The MHC is HLA-A02:01 with pseudo-sequence HLA-A02:01. The binding affinity (normalized) is 0.0105. The peptide sequence is LAYFPVFRFLNGS. (7) The peptide sequence is YTVKYPNC. The MHC is H-2-Db with pseudo-sequence H-2-Db. The binding affinity (normalized) is 0. (8) The peptide sequence is AEALLADGL. The MHC is HLA-A02:03 with pseudo-sequence HLA-A02:03. The binding affinity (normalized) is 0.0847. (9) The peptide sequence is PPPPLQHPI. The MHC is HLA-B18:01 with pseudo-sequence HLA-B18:01. The binding affinity (normalized) is 0.0847.